Dataset: Peptide-MHC class I binding affinity with 185,985 pairs from IEDB/IMGT. Task: Regression. Given a peptide amino acid sequence and an MHC pseudo amino acid sequence, predict their binding affinity value. This is MHC class I binding data. (1) The peptide sequence is QELYSPLFLI. The MHC is HLA-B45:01 with pseudo-sequence HLA-B45:01. The binding affinity (normalized) is 0.647. (2) The peptide sequence is MPYVFTLLF. The MHC is HLA-B51:01 with pseudo-sequence HLA-B51:01. The binding affinity (normalized) is 0.870. (3) The peptide sequence is ELYPTVNTY. The MHC is HLA-A02:50 with pseudo-sequence HLA-A02:50. The binding affinity (normalized) is 0.0847. (4) The peptide sequence is LKEKSSLRY. The MHC is HLA-B57:01 with pseudo-sequence HLA-B57:01. The binding affinity (normalized) is 0.0847. (5) The peptide sequence is YYHDYFNLI. The MHC is HLA-A24:02 with pseudo-sequence HLA-A24:02. The binding affinity (normalized) is 1.00. (6) The peptide sequence is QQLEADYTF. The MHC is HLA-A26:01 with pseudo-sequence HLA-A26:01. The binding affinity (normalized) is 0.0847.